This data is from Reaction yield outcomes from USPTO patents with 853,638 reactions. The task is: Predict the reaction yield, written as a fraction of the theoretical maximum amount of product (1.0 means a 100% yield; for example, 0.34 means a 34% yield). (1) The reactants are [NH:1]1CCC[CH2:3][CH2:2]1.C1C2C(COC(=O)NC(N3C4[C:30](=[CH:31][CH:32]=[C:33]5[CH:39]=[C:38]([O:40][CH3:41])[CH:37]=[CH:36][C:34]5=4)[CH:29]=[N:28]3)(C)C)C3C(=CC=CC=3)C=2C=CC=1.C([O-])(O)=O.[Na+].C[N:49]([CH:51]=O)[CH3:50]. No catalyst specified. The product is [CH3:41][O:40][C:38]1[CH:37]=[CH:36][C:34]2[C:33]([CH:39]=1)=[CH:32][CH:31]=[C:30]1[C:50]=2[N:49]([CH2:51][CH:2]([NH2:1])[CH3:3])[N:28]=[CH:29]1. The yield is 0.640. (2) The reactants are Br[CH2:2][C:3]([C:5]1[CH:10]=[CH:9][C:8]([N:11]([CH2:14][CH3:15])[CH2:12][CH3:13])=[CH:7][CH:6]=1)=O.[NH2:16][N:17]1[C:21]([C:22]2[CH:27]=[CH:26][CH:25]=[CH:24][C:23]=2[O:28][CH3:29])=[N:20][N:19]=[C:18]1[SH:30]. The catalyst is C1COCC1.C(OCC)(=O)C. The product is [CH2:12]([N:11]([CH2:14][CH3:15])[C:8]1[CH:9]=[CH:10][C:5]([C:3]2[CH2:2][S:30][C:18]3=[N:19][N:20]=[C:21]([C:22]4[CH:27]=[CH:26][CH:25]=[CH:24][C:23]=4[O:28][CH3:29])[N:17]3[N:16]=2)=[CH:6][CH:7]=1)[CH3:13]. The yield is 0.440. (3) The yield is 0.490. No catalyst specified. The product is [C:3]([C:4]1[NH:27][C:11]([C:13]2[CH:18]=[CH:17][C:16]([CH3:19])=[CH:15][CH:14]=2)=[CH:10][N:6]=1)([CH3:8])([CH3:7])[CH3:2]. The reactants are Cl.[CH3:2][C:3]([CH3:8])([CH3:7])[C:4]([NH2:6])=O.Br[CH2:10][C:11]([C:13]1[CH:18]=[CH:17][C:16]([CH3:19])=[CH:15][CH:14]=1)=O.C([O-])([O-])=O.[K+].[K+].C[N:27](C=O)C. (4) The reactants are [CH:1]([O:4][C:5](=[O:15])[C@@H:6]([CH2:8][C:9]([O:11][CH:12]([CH3:14])[CH3:13])=[O:10])[OH:7])([CH3:3])[CH3:2].C[Si]([N-][Si](C)(C)C)(C)C.[Li+].[CH2:26](Br)[C:27]1[CH:32]=[CH:31][CH:30]=[CH:29][CH:28]=1.[NH4+].[Cl-]. The catalyst is C1COCC1.O. The yield is 0.690. The product is [CH2:26]([C@@H:8]([C@@H:6]([OH:7])[C:5]([O:4][CH:1]([CH3:2])[CH3:3])=[O:15])[C:9]([O:11][CH:12]([CH3:14])[CH3:13])=[O:10])[C:27]1[CH:32]=[CH:31][CH:30]=[CH:29][CH:28]=1. (5) The reactants are [NH2:1][C:2]1[CH:7]=[C:6]([O:8][CH3:9])[CH:5]=[CH:4][N:3]=1.Br[CH2:11][C:12](=O)[C:13]([O:15][CH2:16][CH3:17])=[O:14]. The catalyst is C(O)C. The product is [CH3:9][O:8][C:6]1[CH:5]=[CH:4][N:3]2[CH:11]=[C:12]([C:13]([O:15][CH2:16][CH3:17])=[O:14])[N:1]=[C:2]2[CH:7]=1. The yield is 0.580. (6) The reactants are [C:1]([O:5][CH3:6])(=O)[CH2:2][OH:3].[SiH3]O[SiH3].[C:10]([O:14][CH3:15])(=[O:13])[CH:11]=C.Cl. The catalyst is CCOCC.C(OCC)(=O)C.CCCCCC. The product is [CH3:15][O:14][C:10]([CH:11]1[C:2](=[O:3])[CH2:1][O:5][CH2:6]1)=[O:13]. The yield is 0.540.